Dataset: Reaction yield outcomes from USPTO patents with 853,638 reactions. Task: Predict the reaction yield, written as a fraction of the theoretical maximum amount of product (1.0 means a 100% yield; for example, 0.34 means a 34% yield). (1) The reactants are [Li]CCCC.Br[C:7]1[CH:12]=[CH:11][C:10]([Cl:13])=[C:9]([O:14][C:15]([F:18])([F:17])[F:16])[CH:8]=1.C([O:21][B:22](OCC)[O:23]CC)C.Cl. The catalyst is C1COCC1.O. The product is [Cl:13][C:10]1[CH:11]=[CH:12][C:7]([B:22]([OH:23])[OH:21])=[CH:8][C:9]=1[O:14][C:15]([F:18])([F:17])[F:16]. The yield is 0.700. (2) The reactants are Br[C:2]1[N:6]2[N:7]=[C:8]([Cl:11])[CH:9]=[CH:10][C:5]2=[N:4][CH:3]=1.[F:12][C:13]([F:24])([F:23])[C:14]1[CH:15]=[C:16](B(O)O)[CH:17]=[CH:18][CH:19]=1.C([O-])([O-])=O.[K+].[K+]. The catalyst is O1CCOCC1.O. The product is [Cl:11][C:8]1[CH:9]=[CH:10][C:5]2[N:6]([C:2]([C:18]3[CH:17]=[CH:16][CH:15]=[C:14]([C:13]([F:24])([F:23])[F:12])[CH:19]=3)=[CH:3][N:4]=2)[N:7]=1. The yield is 0.0900. (3) The product is [CH3:1][O:2][C:3](=[O:17])[CH2:4][C:5]1[CH:14]=[C:13]([O:15][C:31](=[S:32])[N:30]([CH3:34])[CH3:29])[C:12]2[C:7](=[CH:8][CH:9]=[C:10]([F:16])[CH:11]=2)[CH:6]=1. The reactants are [CH3:1][O:2][C:3](=[O:17])[CH2:4][C:5]1[CH:14]=[C:13]([OH:15])[C:12]2[C:7](=[CH:8][CH:9]=[C:10]([F:16])[CH:11]=2)[CH:6]=1.C(=O)([O-])[O-].[K+].[K+].CN(C)C=O.[CH3:29][N:30]([CH3:34])[C:31](Cl)=[S:32]. The catalyst is O. The yield is 0.715. (4) The reactants are C(=O)([O-])[O-].[Cs+].[Cs+].Cl[C:8]1[CH:17]=[CH:16][C:15]2[C:10](=[CH:11][CH:12]=[CH:13][CH:14]=2)[N:9]=1.Cl.[NH:19]1[CH2:22][CH:21]([NH:23][C:24](=[O:30])[O:25][C:26]([CH3:29])([CH3:28])[CH3:27])[CH2:20]1. The catalyst is CN(C)C=O.O. The product is [N:9]1[C:10]2[C:15](=[CH:14][CH:13]=[CH:12][CH:11]=2)[CH:16]=[CH:17][C:8]=1[N:19]1[CH2:22][CH:21]([NH:23][C:24](=[O:30])[O:25][C:26]([CH3:28])([CH3:27])[CH3:29])[CH2:20]1. The yield is 0.800. (5) The yield is 0.660. The catalyst is CN(C)C=O. The reactants are [Br:1][C:2]1[CH:11]=[C:10]2[C:5]([N:6]=[CH:7][C:8]([C:12]3[CH:13]=[N:14][NH:15][CH:16]=3)=[N:9]2)=[CH:4][CH:3]=1.[H-].[Na+].[CH3:19][N:20]([CH3:24])[CH2:21][CH2:22]Br. The product is [Br:1][C:2]1[CH:11]=[C:10]2[C:5]([N:6]=[CH:7][C:8]([C:12]3[CH:16]=[N:15][N:14]([CH2:22][CH2:21][N:20]([CH3:24])[CH3:19])[CH:13]=3)=[N:9]2)=[CH:4][CH:3]=1. (6) The product is [CH2:18]([N:3]([CH2:1][CH3:2])[CH2:4][CH2:5][N:6]([CH2:8][C:9]1[CH:10]=[C:11]([CH:15]=[CH:16][CH:17]=1)[C:12]([NH:32][C:33]1[CH:55]=[CH:54][C:53]([N:56]2[CH2:61][CH2:60][CH2:59][CH2:58][CH2:57]2)=[CH:52][C:34]=1[C:35]([NH:37][C:38]1[N:43]=[CH:42][C:41]([C:44]2[CH:49]=[CH:48][C:47]([CH3:50])=[C:46]([CH3:51])[CH:45]=2)=[CH:40][N:39]=1)=[O:36])=[O:14])[CH3:7])[CH3:19]. The reactants are [CH2:1]([N:3]([CH2:18][CH3:19])[CH2:4][CH2:5][N:6]([CH2:8][C:9]1[CH:10]=[C:11]([CH:15]=[CH:16][CH:17]=1)[C:12]([OH:14])=O)[CH3:7])[CH3:2].CCN=C=NCCCN(C)C.Cl.[NH2:32][C:33]1[CH:55]=[CH:54][C:53]([N:56]2[CH2:61][CH2:60][CH2:59][CH2:58][CH2:57]2)=[CH:52][C:34]=1[C:35]([NH:37][C:38]1[N:43]=[CH:42][C:41]([C:44]2[CH:49]=[CH:48][C:47]([CH3:50])=[C:46]([CH3:51])[CH:45]=2)=[CH:40][N:39]=1)=[O:36]. The yield is 0.620. The catalyst is ClCCl.CN(C)C1C=CN=CC=1. (7) The reactants are C([N:5]1[C:9]([C:10]2[CH:15]=[CH:14]N=CC=2)=[C:8]([C:16](OCC)=O)[CH:7]=[N:6]1)C(C)C.[CH3:21][O:22][CH2:23][C:24](=O)[CH2:25][C:26]([O:28][CH3:29])=[O:27].Cl.C1(NN)CCCCC1. No catalyst specified. The product is [CH:9]1([N:5]2[C:24]([CH2:23][O:22][CH3:21])=[C:25]([C:26]([O:28][CH3:29])=[O:27])[CH:7]=[N:6]2)[CH2:8][CH2:16][CH2:14][CH2:15][CH2:10]1. The yield is 0.860. (8) The product is [CH3:1][O:2][C:3]([C:5]1[S:6][C:7]([Br:27])=[CH:8][C:9]=1[N:10]([C@H:11]1[CH2:12][CH2:13][C@H:14]([OH:17])[CH2:15][CH2:16]1)[C:18]([C@H:20]1[CH2:21][CH2:22][C@H:23]([CH3:26])[CH2:24][CH2:25]1)=[O:19])=[O:4]. The catalyst is CO. The reactants are [CH3:1][O:2][C:3]([C:5]1[S:6][C:7]([Br:27])=[CH:8][C:9]=1[N:10]([C:18]([C@H:20]1[CH2:25][CH2:24][C@H:23]([CH3:26])[CH2:22][CH2:21]1)=[O:19])[CH:11]1[CH2:16][CH2:15][C:14](=[O:17])[CH2:13][CH2:12]1)=[O:4].[BH4-].[Na+].CCCCCC.CCOC(C)=O.Cl. The yield is 0.770. (9) The reactants are [Cl:1][C:2]1[CH:3]=[C:4]([C:9]2[N:10]([C:18]3[CH:23]=[CH:22][C:21]([S:24](C)(=[O:26])=[O:25])=[CH:20][CH:19]=3)[CH:11]=[C:12]([C:14]([F:17])([F:16])[F:15])[N:13]=2)[CH:5]=[CH:6][C:7]=1[CH3:8].C([Mg]Cl)CCC.C(B(CC)CC)C.C([O-])(=O)C.[Na+].[NH2:46]OS(O)(=O)=O. The catalyst is O1CCCC1.O. The product is [Cl:1][C:2]1[CH:3]=[C:4]([C:9]2[N:10]([C:18]3[CH:23]=[CH:22][C:21]([S:24]([NH2:46])(=[O:26])=[O:25])=[CH:20][CH:19]=3)[CH:11]=[C:12]([C:14]([F:17])([F:16])[F:15])[N:13]=2)[CH:5]=[CH:6][C:7]=1[CH3:8]. The yield is 0.360.